From a dataset of Catalyst prediction with 721,799 reactions and 888 catalyst types from USPTO. Predict which catalyst facilitates the given reaction. (1) Reactant: C(OC(=O)[NH:7][C@@H:8]([CH2:33][C:34]1[CH:39]=[CH:38][CH:37]=[C:36]([CH2:40][CH:41]=[CH2:42])[CH:35]=1)[C@H:9]([OH:32])[CH2:10][N:11](C(OCC1C=CC=CC=1)=O)[CH2:12][C:13]1[CH:18]=[CH:17][CH:16]=[C:15]([CH:19]([CH3:21])[CH3:20])[CH:14]=1)(C)(C)C.Cl.Cl.[CH2:46]([N:49]([CH3:61])[C:50]1[CH:51]=[C:52]([CH:56]=[C:57]([O:59][CH3:60])[N:58]=1)[C:53]([OH:55])=O)[CH:47]=[CH2:48].CCN=C=NCCCN(C)C.Cl.C1C=CC2N(O)N=NC=2C=1.CCN(CC)CC. Product: [CH2:40]([C:36]1[CH:35]=[C:34]([CH:39]=[CH:38][CH:37]=1)[CH2:33][C@H:8]([NH:7][C:53](=[O:55])[C:52]1[CH:56]=[C:57]([O:59][CH3:60])[N:58]=[C:50]([N:49]([CH2:46][CH:47]=[CH2:48])[CH3:61])[CH:51]=1)[C@H:9]([OH:32])[CH2:10][NH:11][CH2:12][C:13]1[CH:18]=[CH:17][CH:16]=[C:15]([CH:19]([CH3:20])[CH3:21])[CH:14]=1)[CH:41]=[CH2:42]. The catalyst class is: 225. (2) Reactant: [N+:1]([C:4]1[CH:9]=[CH:8][C:7]([C:10]([CH3:13])([CH3:12])[CH3:11])=[CH:6][C:5]=1[OH:14])([O-:3])=[O:2].[C:15]([O-])([O-])=O.[K+].[K+].IC.O. Product: [N+:1]([C:4]1[CH:9]=[CH:8][C:7]([C:10]([CH3:11])([CH3:13])[CH3:12])=[CH:6][C:5]=1[O:14][CH3:15])([O-:3])=[O:2]. The catalyst class is: 3.